From a dataset of Forward reaction prediction with 1.9M reactions from USPTO patents (1976-2016). Predict the product of the given reaction. (1) Given the reactants [Cl:1][C:2]1[CH:7]=[C:6]([Cl:8])[CH:5]=[C:4]([Cl:9])[C:3]=1/[CH:10]=[C:11](/[N+]([O-])=O)\[CH3:12].Cl.[OH2:17], predict the reaction product. The product is: [Cl:1][C:2]1[CH:7]=[C:6]([Cl:8])[CH:5]=[C:4]([Cl:9])[C:3]=1[CH2:10][C:11](=[O:17])[CH3:12]. (2) Given the reactants [Cl:1][CH2:2][C:3]1[NH:4][C:5]2[CH:11]=[CH:10][CH:9]=[CH:8][C:6]=2[N:7]=1.[CH3:12][S:13](Cl)(=[O:15])=[O:14].C(N(CC)CC)C, predict the reaction product. The product is: [Cl:1][CH2:2][C:3]1[N:4]([S:13]([CH3:12])(=[O:15])=[O:14])[C:5]2[CH:11]=[CH:10][CH:9]=[CH:8][C:6]=2[N:7]=1. (3) The product is: [F:1][C:2]1[CH:3]=[CH:4][C:5]([N:8]2[C:12]([S:19][CH3:18])=[C:11]([O-:13])[O+:10]=[N:9]2)=[CH:6][CH:7]=1. Given the reactants [F:1][C:2]1[CH:7]=[CH:6][C:5]([N:8]2[CH:12]=[C:11]([O-:13])[O+:10]=[N:9]2)=[CH:4][CH:3]=1.C(Cl)(=O)C.[CH3:18][S:19](C)=O, predict the reaction product. (4) Given the reactants [C:1]([OH:12])(=[O:11])[C:2]1[CH:10]=[C:8]([OH:9])[C:6]([OH:7])=[C:4]([OH:5])[CH:3]=1.[CH:13]1[C:22]2[C:17](=[CH:18][CH:19]=[CH:20][CH:21]=2)[CH:16]=[C:15](O)[C:14]=1[OH:24], predict the reaction product. The product is: [OH:5][C:4]1[CH:3]=[C:2]([CH:10]=[C:8]([OH:9])[C:6]=1[OH:7])[C:1]([O:12][C:15]1[C:14]([O:24][C:1](=[O:11])[C:2]2[CH:10]=[C:8]([OH:9])[C:6]([OH:7])=[C:4]([OH:5])[CH:3]=2)=[CH:13][C:22]2[C:17](=[CH:18][CH:19]=[CH:20][CH:21]=2)[CH:16]=1)=[O:11]. (5) Given the reactants [NH2:1][N:2]1[N:11]=[C:10]([S:12][C:13]2[CH:18]=[CH:17][CH:16]=[CH:15][CH:14]=2)[C:9]2[C:4](=[CH:5][CH:6]=[CH:7][CH:8]=2)[C:3]1=[O:19].[F:20][C:21]1[CH:22]=[C:23]([CH2:28][C:29](O)=[O:30])[CH:24]=[C:25]([F:27])[CH:26]=1, predict the reaction product. The product is: [F:20][C:21]1[CH:22]=[C:23]([CH2:28][C:29]([NH:1][N:2]2[N:11]=[C:10]([S:12][C:13]3[CH:14]=[CH:15][CH:16]=[CH:17][CH:18]=3)[C:9]3[C:4](=[CH:5][CH:6]=[CH:7][CH:8]=3)[C:3]2=[O:19])=[O:30])[CH:24]=[C:25]([F:27])[CH:26]=1. (6) Given the reactants [C:1]([O:6][CH3:7])(=[O:5])[C@@H:2]([CH3:4])[OH:3].[CH2:8](I)[CH3:9], predict the reaction product. The product is: [CH3:7][O:6][C:1](=[O:5])[C@H:2]([O:3][CH2:8][CH3:9])[CH3:4]. (7) Given the reactants [CH3:1][CH:2]([O:4][C:5]1[CH:6]=[C:7]([O:11][C:12]2[N:17]=[CH:16][C:15]([NH:18][C:19](=[O:23])[C@@H:20]([CH3:22])[NH2:21])=[CH:14][CH:13]=2)[CH:8]=[CH:9][CH:10]=1)[CH3:3].C(N(CC)CC)C.Cl[C:32](Cl)([O:34]C(=O)OC(Cl)(Cl)Cl)Cl, predict the reaction product. The product is: [CH3:22][C@H:20]1[NH:21][C:32](=[O:34])[N:18]([C:15]2[CH:16]=[N:17][C:12]([O:11][C:7]3[CH:8]=[CH:9][CH:10]=[C:5]([O:4][CH:2]([CH3:1])[CH3:3])[CH:6]=3)=[CH:13][CH:14]=2)[C:19]1=[O:23].